From a dataset of Full USPTO retrosynthesis dataset with 1.9M reactions from patents (1976-2016). Predict the reactants needed to synthesize the given product. (1) Given the product [C:16]([NH:20][S:21]([C:24]1[CH:29]=[CH:28][CH:27]=[CH:26][C:25]=1[C:30]1[CH:35]=[CH:34][C:33]([NH:36][C:10]([C@@H:9]2[CH2:13][CH2:14][CH2:15][N:8]2[C:1]([O:3][C:4]([CH3:5])([CH3:6])[CH3:7])=[O:2])=[O:12])=[CH:32][CH:31]=1)(=[O:23])=[O:22])([CH3:19])([CH3:17])[CH3:18], predict the reactants needed to synthesize it. The reactants are: [C:1]([N:8]1[CH2:15][CH2:14][CH2:13][C@H:9]1[C:10]([OH:12])=O)([O:3][C:4]([CH3:7])([CH3:6])[CH3:5])=[O:2].[C:16]([NH:20][S:21]([C:24]1[C:25]([C:30]2[CH:35]=[CH:34][C:33]([NH2:36])=[CH:32][CH:31]=2)=[CH:26][CH:27]=[CH:28][CH:29]=1)(=[O:23])=[O:22])([CH3:19])([CH3:18])[CH3:17].O.ON1C2C=CC=CC=2N=N1.CN1CCOCC1.Cl.CN(C)CCCN=C=NCC. (2) Given the product [F:1][C:2]1[CH:7]=[CH:6][CH:5]=[CH:4][C:3]=1[C:8]1[N:12]([S:13]([C:16]2[CH:21]=[CH:20][C:19]([O:22][CH2:23][C:24]([NH:26][CH3:27])=[O:25])=[CH:18][CH:17]=2)(=[O:15])=[O:14])[CH:11]=[C:10]([CH2:28][NH:29][CH3:30])[CH:9]=1, predict the reactants needed to synthesize it. The reactants are: [F:1][C:2]1[CH:7]=[CH:6][CH:5]=[CH:4][C:3]=1[C:8]1[N:12]([S:13]([C:16]2[CH:21]=[CH:20][C:19]([O:22][CH2:23][C:24]([NH:26][CH3:27])=[O:25])=[CH:18][CH:17]=2)(=[O:15])=[O:14])[CH:11]=[C:10]([CH2:28][N:29](C)[C:30](=O)OC(C)(C)C)[CH:9]=1.FC(F)(F)C(O)=O.C(=O)(O)[O-].[Na+]. (3) Given the product [Cl:15][C:10]1[CH:9]=[C:8]2[C:13]([CH:14]=[C:6]([CH:4]([NH2:1])[CH3:5])[N:7]2[C:16]2[CH:21]=[CH:20][CH:19]=[C:18]([F:22])[CH:17]=2)=[CH:12][CH:11]=1, predict the reactants needed to synthesize it. The reactants are: [N:1]([CH:4]([C:6]1[N:7]([C:16]2[CH:21]=[CH:20][CH:19]=[C:18]([F:22])[CH:17]=2)[C:8]2[C:13]([CH:14]=1)=[CH:12][CH:11]=[C:10]([Cl:15])[CH:9]=2)[CH3:5])=[N+]=[N-].CP(C)C. (4) Given the product [CH2:41]([C:34]1[CH:35]=[CH:36][CH:37]=[C:38]([CH2:39][CH3:40])[C:33]=1[C:27]1[N:26]=[CH:25][C:24]([CH:20]([O:19][C:15]2[CH:14]=[C:13]([CH2:12][OH:11])[CH:18]=[CH:17][CH:16]=2)[CH2:21][CH2:22][CH3:23])=[C:29]([O:30][CH2:31][CH3:32])[CH:28]=1)[CH3:42], predict the reactants needed to synthesize it. The reactants are: CC(C[AlH]CC(C)C)C.C[O:11][C:12](=O)[C:13]1[CH:18]=[CH:17][CH:16]=[C:15]([O:19][CH:20]([C:24]2[CH:25]=[N:26][C:27]([C:33]3[C:38]([CH2:39][CH3:40])=[CH:37][CH:36]=[CH:35][C:34]=3[CH2:41][CH3:42])=[CH:28][C:29]=2[O:30][CH2:31][CH3:32])[CH2:21][CH2:22][CH3:23])[CH:14]=1. (5) Given the product [CH3:1][O:2][C:3]([C:5]1[CH:6]=[C:7]([C:12]2[CH:17]=[CH:16][C:15]([CH3:18])=[CH:14][CH:13]=2)[CH:8]=[C:9]([NH:11][C:29](=[O:33])[CH:30]([CH3:32])[CH3:31])[CH:10]=1)=[O:4], predict the reactants needed to synthesize it. The reactants are: [CH3:1][O:2][C:3]([C:5]1[CH:6]=[C:7]([C:12]2[CH:17]=[CH:16][C:15]([CH3:18])=[CH:14][CH:13]=2)[CH:8]=[C:9]([NH2:11])[CH:10]=1)=[O:4].C(N(CC)CC)C.ClCCl.[C:29](Cl)(=[O:33])[CH:30]([CH3:32])[CH3:31]. (6) Given the product [F:16][C:17]1[CH:39]=[CH:38][CH:37]=[CH:36][C:18]=1[O:19][C:20]1[C:34]([O:35][C:2]2[CH:7]=[CH:10][C:5]([C:8]#[N:9])=[N:4][CH:3]=2)=[CH:33][C:23]2[NH:24][C:25]([C:27]3[CH:32]=[N:31][CH:30]=[CH:29][N:28]=3)=[N:26][C:22]=2[CH:21]=1, predict the reactants needed to synthesize it. The reactants are: Br[C:2]1[CH:3]=[N:4][C:5]([C:8]#[N:9])=N[CH:7]=1.[C:10](=O)([O-])[O-].[Cs+].[Cs+].[F:16][C:17]1[CH:39]=[CH:38][CH:37]=[CH:36][C:18]=1[O:19][C:20]1[C:34]([OH:35])=[CH:33][C:23]2[NH:24][C:25]([C:27]3[CH:32]=[N:31][CH:30]=[CH:29][N:28]=3)=[N:26][C:22]=2[CH:21]=1. (7) The reactants are: C(OC([N:8]1[CH2:13][CH2:12][CH:11]([N:14]([C:18]([C:20]2[CH:21]=[N:22][C:23](Cl)=[N:24][CH:25]=2)=[O:19])[CH:15]2[CH2:17][CH2:16]2)[CH2:10][CH2:9]1)=O)(C)(C)C.[CH3:27][C:28]1[NH:29][CH:30]=[CH:31][N:32]=1. Given the product [CH:15]1([N:14]([CH:11]2[CH2:12][CH2:13][NH:8][CH2:9][CH2:10]2)[C:18]([C:20]2[CH:25]=[N:24][C:23]([N:29]3[CH:30]=[CH:31][N:32]=[C:28]3[CH3:27])=[N:22][CH:21]=2)=[O:19])[CH2:16][CH2:17]1, predict the reactants needed to synthesize it.